This data is from Forward reaction prediction with 1.9M reactions from USPTO patents (1976-2016). The task is: Predict the product of the given reaction. (1) The product is: [CH2:3]([N:2]([CH3:1])[C:11](=[O:12])[O:13][CH:14]([Cl:16])[CH3:15])[C:4]1[CH:9]=[CH:8][CH:7]=[CH:6][CH:5]=1. Given the reactants [CH3:1][NH:2][CH2:3][C:4]1[CH:9]=[CH:8][CH:7]=[CH:6][CH:5]=1.Cl[C:11]([O:13][CH:14]([Cl:16])[CH3:15])=[O:12], predict the reaction product. (2) Given the reactants [CH2:1]([CH:3]([CH2:27][CH3:28])[CH:4]([NH:17][C:18]1[CH:26]=[CH:25][C:21](C(O)=O)=[CH:20][CH:19]=1)[C:5]1[O:6][C:7]2[CH:14]=[CH:13][C:12]([O:15][CH3:16])=[CH:11][C:8]=2[C:9]=1[CH3:10])[CH3:2].CNC[CH2:32][C:33]([O:35][CH2:36][CH3:37])=[O:34].O.ON1C2C=CC=CC=2N=N1.Cl.C(N=C=NCCCN(C)C)C.Cl.[CH3:62][N:63]([CH3:66])[CH:64]=[O:65], predict the reaction product. The product is: [CH2:1]([CH:3]([CH2:27][CH3:28])[CH:4]([NH:17][C:18]1[CH:19]=[CH:20][C:21]([C:64]([N:63]([CH3:66])[CH2:62][CH2:32][C:33]([O:35][CH2:36][CH3:37])=[O:34])=[O:65])=[CH:25][CH:26]=1)[C:5]1[O:6][C:7]2[CH:14]=[CH:13][C:12]([O:15][CH3:16])=[CH:11][C:8]=2[C:9]=1[CH3:10])[CH3:2]. (3) Given the reactants [N+:1]([C:4]1[CH:13]=[CH:12][CH:11]=[C:6]([C:7]([O:9][CH3:10])=[O:8])[C:5]=1[OH:14])([O-])=O, predict the reaction product. The product is: [CH3:10][O:9][C:7](=[O:8])[C:6]1[CH:11]=[CH:12][CH:13]=[C:4]([NH2:1])[C:5]=1[OH:14]. (4) Given the reactants C(O[C:4]([C:6]1[N:7]=[C:8]2[C:13]([Cl:14])=[CH:12][C:11]([C:15]([F:18])([F:17])[F:16])=[CH:10][N:9]2[CH:19]=1)=[O:5])C.[Cl:20][C:21]1[CH:26]=[CH:25][C:24]([O:27][CH3:28])=[CH:23][C:22]=1[S:29]([NH2:32])(=[O:31])=[O:30].[Cl-].C([Al+]CC)C.C(O)(=O)C, predict the reaction product. The product is: [Cl:14][C:13]1[C:8]2[N:9]([CH:19]=[C:6]([C:4]([NH:32][S:29]([C:22]3[CH:23]=[C:24]([O:27][CH3:28])[CH:25]=[CH:26][C:21]=3[Cl:20])(=[O:31])=[O:30])=[O:5])[N:7]=2)[CH:10]=[C:11]([C:15]([F:16])([F:17])[F:18])[CH:12]=1. (5) Given the reactants C[O:2][C:3]([C:5]1([C:8]2[CH:13]=[CH:12][C:11]([C:14]3[CH:19]=[CH:18][C:17]([C:20]4[N:21]=[N:22][N:23]([CH3:37])[C:24]=4[NH:25][C:26]([O:28][C@@H:29]([C:31]4[CH:36]=[CH:35][CH:34]=[CH:33][CH:32]=4)[CH3:30])=[O:27])=[C:16]([F:38])[CH:15]=3)=[CH:10][CH:9]=2)[CH2:7][CH2:6]1)=[O:4].O1CCCC1.[Li+].[OH-], predict the reaction product. The product is: [F:38][C:16]1[CH:15]=[C:14]([C:11]2[CH:10]=[CH:9][C:8]([C:5]3([C:3]([OH:4])=[O:2])[CH2:7][CH2:6]3)=[CH:13][CH:12]=2)[CH:19]=[CH:18][C:17]=1[C:20]1[N:21]=[N:22][N:23]([CH3:37])[C:24]=1[NH:25][C:26]([O:28][C@@H:29]([C:31]1[CH:36]=[CH:35][CH:34]=[CH:33][CH:32]=1)[CH3:30])=[O:27]. (6) Given the reactants CO[C:3]([C:5]1[NH:6][N:7]=[C:8]([O:10][CH2:11][C:12]2[C:13]([CH2:18][CH2:19][CH2:20][CH3:21])=[N:14][O:15][C:16]=2[CH3:17])[CH:9]=1)=[O:4].[CH2:22]([CH2:24][NH2:25])[OH:23], predict the reaction product. The product is: [OH:23][CH2:22][CH2:24][NH:25][C:3]([C:5]1[NH:6][N:7]=[C:8]([O:10][CH2:11][C:12]2[C:13]([CH2:18][CH2:19][CH2:20][CH3:21])=[N:14][O:15][C:16]=2[CH3:17])[CH:9]=1)=[O:4].